From a dataset of Forward reaction prediction with 1.9M reactions from USPTO patents (1976-2016). Predict the product of the given reaction. (1) Given the reactants C1(C2C(O[C@@H]3CCCN([C@H](C4C=C(Cl)C=C(Cl)C=4)C)C3)=CC(F)=C(C=2)C(OC)=O)CC1.[Cl:32][C:33]1[CH:34]=[CH:35][C:36]([C@H:42]([N:44]2[CH2:49][CH2:48][CH2:47][C@@H:46]([O:50][C:51]3[C:60]([CH:61]4[CH2:63][CH2:62]4)=[CH:59][C:54]([C:55]([O:57]C)=[O:56])=[C:53]([F:64])[CH:52]=3)[CH2:45]2)[CH3:43])=[N:37][C:38]=1[CH:39]1[CH2:41][CH2:40]1, predict the reaction product. The product is: [Cl:32][C:33]1[CH:34]=[CH:35][C:36]([C@H:42]([N:44]2[CH2:49][CH2:48][CH2:47][C@@H:46]([O:50][C:51]3[C:60]([CH:61]4[CH2:63][CH2:62]4)=[CH:59][C:54]([C:55]([OH:57])=[O:56])=[C:53]([F:64])[CH:52]=3)[CH2:45]2)[CH3:43])=[N:37][C:38]=1[CH:39]1[CH2:40][CH2:41]1. (2) Given the reactants [Cl:1][C:2]1[CH:7]=[CH:6][C:5]([CH:8]([C:19]2[C:27]3[C:22](=[C:23]([CH2:28][S:29][CH3:30])[CH:24]=[CH:25][CH:26]=3)[NH:21][CH:20]=2)[CH:9]2C(=O)O[C:12](C)([CH3:16])[O:11][C:10]2=[O:18])=[C:4]([F:31])[CH:3]=1, predict the reaction product. The product is: [Cl:1][C:2]1[CH:7]=[CH:6][C:5]([CH:8]([C:19]2[C:27]3[C:22](=[C:23]([CH2:28][S:29][CH3:30])[CH:24]=[CH:25][CH:26]=3)[NH:21][CH:20]=2)[CH2:9][C:10]([O:11][CH2:12][CH3:16])=[O:18])=[C:4]([F:31])[CH:3]=1. (3) Given the reactants Cl[C:2]1[CH:3]=[C:4]([CH:9]=[C:10]([Cl:12])[N:11]=1)[C:5]([O:7][CH3:8])=[O:6].C[O-].C([Sn+](CCCC)CCCC)CCC.C1(C)C=CC=CC=1.C([O:38][C:39]([CH3:41])=[CH2:40])(=O)C, predict the reaction product. The product is: [CH3:8][O:7][C:5](=[O:6])[C:4]1[CH:3]=[C:2]([CH2:40][C:39](=[O:38])[CH3:41])[N:11]=[C:10]([Cl:12])[CH:9]=1. (4) Given the reactants [Cl:1][C:2]1[C:3]([OH:11])=[N:4][CH:5]=[C:6]([N+:8]([O-:10])=[O:9])[CH:7]=1.[C:12]([O-])([O-])=O.[K+].[K+].CI, predict the reaction product. The product is: [Cl:1][C:2]1[C:3](=[O:11])[N:4]([CH3:12])[CH:5]=[C:6]([N+:8]([O-:10])=[O:9])[CH:7]=1. (5) Given the reactants [CH3:1][C:2]1[CH:7]=[C:6]([O:8][CH2:9][C:10]2([CH3:14])[CH2:13][O:12][CH2:11]2)[CH:5]=[CH:4][C:3]=1[C:15]1[C:19]2[CH:20]=[C:21]([O:24][CH2:25][C:26]3[CH:31]=[CH:30][C:29]([C@@H:32]([C:39]#[C:40][CH3:41])[CH2:33][C:34]([O:36]CC)=[O:35])=[CH:28][CH:27]=3)[CH:22]=[CH:23][C:18]=2[S:17][CH:16]=1.[Li+].[OH-].Cl.N, predict the reaction product. The product is: [CH3:1][C:2]1[CH:7]=[C:6]([O:8][CH2:9][C:10]2([CH3:14])[CH2:13][O:12][CH2:11]2)[CH:5]=[CH:4][C:3]=1[C:15]1[C:19]2[CH:20]=[C:21]([O:24][CH2:25][C:26]3[CH:27]=[CH:28][C:29]([C@@H:32]([C:39]#[C:40][CH3:41])[CH2:33][C:34]([OH:36])=[O:35])=[CH:30][CH:31]=3)[CH:22]=[CH:23][C:18]=2[S:17][CH:16]=1. (6) Given the reactants C[Si]([N-][Si](C)(C)C)(C)C.[Li+].[C:11]([C:14]1[CH:18]=[CH:17][N:16]([CH3:19])[CH:15]=1)(=O)[CH3:12].[C:20]([O:27][CH2:28][CH3:29])(=[O:26])[C:21](OCC)=O.[NH:30]([C:32]1[CH:33]=[CH:34][C:35]([O:38][CH3:39])=[N:36][CH:37]=1)[NH2:31].C(=O)(O)[O-].[Na+], predict the reaction product. The product is: [CH3:39][O:38][C:35]1[N:36]=[CH:37][C:32]([N:30]2[C:11]([C:14]3[CH:18]=[CH:17][N:16]([CH3:19])[CH:15]=3)=[CH:12][C:21]([C:20]([O:27][CH2:28][CH3:29])=[O:26])=[N:31]2)=[CH:33][CH:34]=1.